Dataset: Reaction yield outcomes from USPTO patents with 853,638 reactions. Task: Predict the reaction yield, written as a fraction of the theoretical maximum amount of product (1.0 means a 100% yield; for example, 0.34 means a 34% yield). (1) The reactants are Cl[N:2]1[C:6](=O)[CH2:5][CH2:4][C:3]1=O.C[N:10]([CH:12]=[CH:13][C:14]([O:16][CH2:17][CH3:18])=[O:15])C.[CH2:19](N(CC)CC)C.Cl.CN([CH:30]=[O:31])C. The catalyst is C(Cl)(Cl)Cl. The product is [CH2:17]([O:16][C:14]([C:13]1[C:12]([C:6]2[CH:5]=[CH:4][CH:3]=[CH:19][N:2]=2)=[N:10][O:31][CH:30]=1)=[O:15])[CH3:18]. The yield is 0.660. (2) The reactants are C([N:5]1[C:10](=[O:11])[C:9]([CH:12]2[CH2:16][CH2:15][CH2:14][CH2:13]2)=[C:8]([Cl:17])[CH:7]=[N:6]1)(C)(C)C.[N+]([O-])(O)=O. The catalyst is OS(O)(=O)=O. The product is [Cl:17][C:8]1[CH:7]=[N:6][NH:5][C:10](=[O:11])[C:9]=1[CH:12]1[CH2:16][CH2:15][CH2:14][CH2:13]1. The yield is 0.720. (3) The reactants are [C:1]1([C:7]2[C:8]([C:27](OC)=[O:28])=[CH:9][N:10]([S:18]([C:21]3[CH:26]=[CH:25][CH:24]=[CH:23][CH:22]=3)(=[O:20])=[O:19])[C:11]=2[C:12]2[CH:17]=[CH:16][CH:15]=[CH:14][CH:13]=2)[CH:6]=[CH:5][CH:4]=[CH:3][CH:2]=1.[H-].C([Al+]CC(C)C)C(C)C. The catalyst is C1(C)C=CC=CC=1. The product is [C:1]1([C:7]2[C:8]([CH2:27][OH:28])=[CH:9][N:10]([S:18]([C:21]3[CH:22]=[CH:23][CH:24]=[CH:25][CH:26]=3)(=[O:19])=[O:20])[C:11]=2[C:12]2[CH:17]=[CH:16][CH:15]=[CH:14][CH:13]=2)[CH:2]=[CH:3][CH:4]=[CH:5][CH:6]=1. The yield is 0.880. (4) The reactants are [Br:1][C:2]1[CH:3]=[CH:4][C:5]([CH2:21][OH:22])=[C:6]([NH:8][S:9]([C:12]2[CH:17]=[C:16]([Cl:18])[CH:15]=[CH:14][C:13]=2[O:19][CH3:20])(=[O:11])=[O:10])[CH:7]=1.O.[C:24]1(C)C=CC(S(O)(=O)=O)=CC=1.C(OCOCC)C. The catalyst is CCCCCCC. The product is [Br:1][C:2]1[CH:3]=[CH:4][C:5]2[CH2:21][O:22][CH2:24][N:8]([S:9]([C:12]3[CH:17]=[C:16]([Cl:18])[CH:15]=[CH:14][C:13]=3[O:19][CH3:20])(=[O:11])=[O:10])[C:6]=2[CH:7]=1. The yield is 0.870.